From a dataset of Catalyst prediction with 721,799 reactions and 888 catalyst types from USPTO. Predict which catalyst facilitates the given reaction. (1) Reactant: [C:1]([O:5][C:6](=[O:17])[CH2:7][O:8][C:9]1[CH:14]=[CH:13][C:12]([NH2:15])=[C:11]([CH3:16])[CH:10]=1)([CH3:4])([CH3:3])[CH3:2].C(=O)([O-])[O-].[K+].[K+].Br[CH2:25][C:26]([O:28][CH3:29])=[O:27].O. Product: [CH3:29][O:28][C:26](=[O:27])[CH2:25][NH:15][C:12]1[CH:13]=[CH:14][C:9]([O:8][CH2:7][C:6]([O:5][C:1]([CH3:4])([CH3:3])[CH3:2])=[O:17])=[CH:10][C:11]=1[CH3:16]. The catalyst class is: 3. (2) The catalyst class is: 3. Reactant: [C:1]1([N:7]=[C:8]=[O:9])[CH:6]=[CH:5][CH:4]=[CH:3][CH:2]=1.[NH2:10][CH:11]1[CH2:16][CH2:15][CH2:14][CH:13]([OH:17])[CH2:12]1. Product: [OH:17][CH:13]1[CH2:14][CH2:15][CH2:16][CH:11]([NH:10][C:8]([NH:7][C:1]2[CH:6]=[CH:5][CH:4]=[CH:3][CH:2]=2)=[O:9])[CH2:12]1. (3) Reactant: [Br:1][C:2]1[CH:3]=[N:4][C:5]2[C:10]([CH:11]=1)=[N:9][CH:8]=[CH:7][CH:6]=2.ClC1C=CC=C(C(OO)=[O:20])C=1.S([O-])([O-])(=O)=S.[Na+].[Na+]. Product: [Br:1][C:2]1[CH:3]=[N:4][C:5]2[CH:6]=[CH:7][CH:8]=[N+:9]([O-:20])[C:10]=2[CH:11]=1. The catalyst class is: 22. (4) Reactant: [F:1][C:2]1[N:6](COCC[Si](C)(C)C)[CH:5]=[N:4][C:3]=1[CH2:15][N:16]1[C:25]2[C:20](=[CH:21][CH:22]=[CH:23][CH:24]=2)[CH2:19][CH2:18][CH2:17]1.[F-].C([N+](CCCC)(CCCC)CCCC)CCC.C1CCCCC1.C(OCC)(=O)C. Product: [F:1][C:2]1[NH:6][CH:5]=[N:4][C:3]=1[CH2:15][N:16]1[C:25]2[C:20](=[CH:21][CH:22]=[CH:23][CH:24]=2)[CH2:19][CH2:18][CH2:17]1. The catalyst class is: 7. (5) Reactant: [SH:1][CH2:2][CH2:3][CH2:4][C:5]([OH:7])=[O:6].[CH:8]1[CH:13]=[C:12]([S:14][S:14][C:12]2[N:11]=[CH:10][CH:9]=[CH:8][CH:13]=2)[N:11]=[CH:10][CH:9]=1.C(O)(=O)C. Product: [N:11]1[CH:10]=[CH:9][CH:8]=[CH:13][C:12]=1[S:14][S:1][CH2:2][CH2:3][CH2:4][C:5]([OH:7])=[O:6]. The catalyst class is: 8.